From a dataset of Peptide-MHC class I binding affinity with 185,985 pairs from IEDB/IMGT. Regression. Given a peptide amino acid sequence and an MHC pseudo amino acid sequence, predict their binding affinity value. This is MHC class I binding data. (1) The peptide sequence is AENLWVTVC. The MHC is Mamu-A11 with pseudo-sequence Mamu-A11. The binding affinity (normalized) is 0.569. (2) The peptide sequence is YQVAYQATV. The MHC is HLA-A02:02 with pseudo-sequence HLA-A02:02. The binding affinity (normalized) is 0.810. (3) The peptide sequence is KAIGTVLV. The MHC is HLA-A01:01 with pseudo-sequence HLA-A01:01. The binding affinity (normalized) is 0. (4) The peptide sequence is SRDWFMLMPK. The MHC is HLA-A11:01 with pseudo-sequence HLA-A11:01. The binding affinity (normalized) is 0.386.